Dataset: Full USPTO retrosynthesis dataset with 1.9M reactions from patents (1976-2016). Task: Predict the reactants needed to synthesize the given product. (1) Given the product [C:8]1([C:7]([C:6]2[CH:15]=[CH:16][C:3]([C:2]([F:1])([F:17])[F:18])=[CH:4][CH:5]=2)=[O:14])[CH:13]=[CH:12][CH:11]=[CH:10][CH:9]=1, predict the reactants needed to synthesize it. The reactants are: [F:1][C:2]([F:18])([F:17])[C:3]1[CH:16]=[CH:15][C:6]([CH:7]([OH:14])[C:8]2[CH:13]=[CH:12][CH:11]=[CH:10][CH:9]=2)=[CH:5][CH:4]=1. (2) Given the product [Cl:19][C:13]1[CH:14]=[CH:15][CH:16]=[C:17]([Cl:18])[C:12]=1[NH:11][C:4]1[CH:3]=[CH:2][CH:1]=[CH:6][C:5]=1[CH2:7][C:8]([O:10][CH2:44][C@H:45]([O:51][N+:52]([O-:54])=[O:53])[CH2:46][O:47][N+:48]([O-:50])=[O:49])=[O:9], predict the reactants needed to synthesize it. The reactants are: [CH:1]1[CH:2]=[CH:3][C:4]([NH:11][C:12]2[C:13]([Cl:19])=[CH:14][CH:15]=[CH:16][C:17]=2[Cl:18])=[C:5]([CH2:7][C:8]([OH:10])=[O:9])[CH:6]=1.ClC1C=CC(C(N2C3C(=CC(OC)=CC=3)C(CC(O[CH2:44][C@H:45]([O:51][N+:52]([O-:54])=[O:53])[CH2:46][O:47][N+:48]([O-:50])=[O:49])=O)=C2C)=O)=CC=1. (3) Given the product [Cl:1][C:2]1[CH:24]=[CH:23][C:5]([CH2:6][NH:7][C:8]([C:10]2[C:11](=[O:22])[C:12]3[CH:19]=[C:18]([CH2:20][N:35]([CH2:36][CH:37]([OH:38])[C:39]4[S:40][CH:41]=[CH:42][N:43]=4)[CH3:34])[S:17][C:13]=3[N:14]([CH3:16])[CH:15]=2)=[O:9])=[CH:4][CH:3]=1, predict the reactants needed to synthesize it. The reactants are: [Cl:1][C:2]1[CH:24]=[CH:23][C:5]([CH2:6][NH:7][C:8]([C:10]2[C:11](=[O:22])[C:12]3[CH:19]=[C:18]([CH2:20]Cl)[S:17][C:13]=3[N:14]([CH3:16])[CH:15]=2)=[O:9])=[CH:4][CH:3]=1.C(N(CC)C(C)C)(C)C.[CH3:34][NH:35][CH2:36][CH:37]([C:39]1[S:40][CH:41]=[CH:42][N:43]=1)[OH:38].[NH4+].[Cl-].